From a dataset of Full USPTO retrosynthesis dataset with 1.9M reactions from patents (1976-2016). Predict the reactants needed to synthesize the given product. (1) Given the product [CH2:58]([O:57][P:56]([CH2:51][CH:43]([NH:41][C:22](=[O:24])[C:21]1[CH:20]=[CH:19][C:18]([N:17]([CH2:16][C:10]2[N:11]=[C:12]3[C:7](=[N:8][CH:9]=2)[N:6]=[C:5]([NH2:4])[N:14]=[C:13]3[NH2:15])[CH3:27])=[CH:26][CH:25]=1)[CH3:44])(=[O:63])[O:60][CH2:61][CH3:62])[CH3:59], predict the reactants needed to synthesize it. The reactants are: O.O.Cl.[NH2:4][C:5]1[N:14]=[C:13]([NH2:15])[C:12]2[C:7](=[N:8][CH:9]=[C:10]([CH2:16][N:17]([CH3:27])[C:18]3[CH:26]=[CH:25][C:21]([C:22]([OH:24])=O)=[CH:20][CH:19]=3)[N:11]=2)[N:6]=1.NC1N=C(N)C2C(=NC=C(C[N:41]([C:43]3[CH:51]=CC(C(O)=O)=C[CH:44]=3)C)N=2)N=1.O.O.C([P:56](=[O:63])([O:60][CH2:61][CH3:62])[O:57][CH2:58][CH3:59])#N.CCN(C(C)C)C(C)C.C(OP(CCCN)(=O)OCC)C. (2) Given the product [Br:19][C:8]1[CH:7]=[C:6]([F:9])[C:5]([O:10][CH3:11])=[CH:4][C:3]=1[CH2:1][CH3:2], predict the reactants needed to synthesize it. The reactants are: [CH2:1]([C:3]1[CH:8]=[CH:7][C:6]([F:9])=[C:5]([O:10][CH3:11])[CH:4]=1)[CH3:2].C1C(=O)N([Br:19])C(=O)C1. (3) Given the product [O:1]1[C:5]2[CH:6]=[CH:7][CH:8]=[CH:9][C:4]=2[CH:3]=[C:2]1[C:10]1[CH:15]=[CH:14][C:13]([C:45]2[C:46]3[C:41](=[CH:40][CH:39]=[CH:38][CH:37]=3)[CH:42]=[CH:43][CH:44]=2)=[CH:12][N:11]=1, predict the reactants needed to synthesize it. The reactants are: [O:1]1[C:5]2[CH:6]=[CH:7][CH:8]=[CH:9][C:4]=2[CH:3]=[C:2]1[C:10]1[CH:15]=[CH:14][C:13](Br)=[CH:12][N:11]=1.BrC1C=CC(Br)=CN=1.O1C2C=CC=CC=2C=C1B(O)O.[C:37]1(B(O)O)[C:46]2[C:41](=[CH:42][CH:43]=[CH:44][CH:45]=2)[CH:40]=[CH:39][CH:38]=1. (4) Given the product [CH2:29]([Sn:33]([CH2:34][CH2:35][CH2:36][CH3:37])([O:38][C:11]1[CH:12]=[CH:13][C:14]([C:16]([CH2:19][C:20]([CH3:23])([CH3:22])[CH3:21])([CH3:18])[CH3:17])=[CH:15][C:10]=1[N:8]1[N:7]=[C:6]2[CH:25]=[CH:26][C:3]([C:2]([F:1])([F:27])[F:28])=[CH:4][C:5]2=[N:9]1)[O:24][C:11]1[CH:12]=[CH:13][C:14]([C:16]([CH2:19][C:20]([CH3:21])([CH3:22])[CH3:23])([CH3:17])[CH3:18])=[CH:15][C:10]=1[N:8]1[N:7]=[C:6]2[CH:25]=[CH:26][C:3]([C:2]([F:1])([F:27])[F:28])=[CH:4][C:5]2=[N:9]1)[CH2:30][CH2:31][CH3:32], predict the reactants needed to synthesize it. The reactants are: [F:1][C:2]([F:28])([F:27])[C:3]1[CH:26]=[CH:25][C:6]2=[N:7][N:8]([C:10]3[CH:15]=[C:14]([C:16]([CH2:19][C:20]([CH3:23])([CH3:22])[CH3:21])([CH3:18])[CH3:17])[CH:13]=[CH:12][C:11]=3[OH:24])[N:9]=[C:5]2[CH:4]=1.[CH2:29]([Sn:33](=[O:38])[CH2:34][CH2:35][CH2:36][CH3:37])[CH2:30][CH2:31][CH3:32]. (5) Given the product [CH:1]([NH:4][C:5]1[C:10]([NH2:11])=[CH:9][N:8]=[C:7]([NH:14][C:15]2[CH:20]=[CH:19][N:18]=[C:17]([N:21]3[CH2:26][CH2:25][CH:24]([O:27][CH3:28])[CH2:23][CH2:22]3)[N:16]=2)[CH:6]=1)([CH3:3])[CH3:2], predict the reactants needed to synthesize it. The reactants are: [CH:1]([NH:4][C:5]1[C:10]([N+:11]([O-])=O)=[CH:9][N:8]=[C:7]([NH:14][C:15]2[CH:20]=[CH:19][N:18]=[C:17]([N:21]3[CH2:26][CH2:25][CH:24]([O:27][CH3:28])[CH2:23][CH2:22]3)[N:16]=2)[CH:6]=1)([CH3:3])[CH3:2]. (6) The reactants are: [F:1][C:2]1[CH:3]=[C:4]([S:9]([NH2:12])(=[O:11])=[O:10])[CH:5]=[CH:6][C:7]=1C.[C:13](=[O:16])([O-])[O-:14].[Na+].[Na+].[Mn]([O-])(=O)(=O)=O.[K+].C(O)=O. Given the product [NH2:12][S:9]([C:4]1[CH:5]=[CH:6][C:7]([C:13]([OH:14])=[O:16])=[C:2]([F:1])[CH:3]=1)(=[O:11])=[O:10], predict the reactants needed to synthesize it. (7) Given the product [F:1][C:2]1[CH:3]=[C:4]2[C:8](=[CH:9][CH:10]=1)[N:7]([CH2:30][C:29]1[CH:32]=[CH:33][C:26]([N+:23]([O-:25])=[O:24])=[CH:27][CH:28]=1)[N:6]=[C:5]2[CH2:11][C:12]([O:14][CH2:15][CH3:16])=[O:13], predict the reactants needed to synthesize it. The reactants are: [F:1][C:2]1[CH:3]=[C:4]2[C:8](=[CH:9][CH:10]=1)[NH:7][N:6]=[C:5]2[CH2:11][C:12]([O:14][CH2:15][CH3:16])=[O:13].C(=O)([O-])[O-].[Cs+].[Cs+].[N+:23]([C:26]1[CH:33]=[CH:32][C:29]([CH2:30]Br)=[CH:28][CH:27]=1)([O-:25])=[O:24].